Dataset: Reaction yield outcomes from USPTO patents with 853,638 reactions. Task: Predict the reaction yield, written as a fraction of the theoretical maximum amount of product (1.0 means a 100% yield; for example, 0.34 means a 34% yield). (1) The reactants are [NH2:1][C:2]1[N:7]2[N:8]=[C:9]([C:11]3[O:12][CH:13]=[CH:14][CH:15]=3)[N:10]=[C:6]2[CH:5]=[C:4]([C:16]2[CH:21]=[CH:20][CH:19]=[CH:18][C:17]=2C=O)[N:3]=1.N[C:25]1[N:30]2N=C(C3OC=CC=3)N=[C:29]2[CH:28]=[C:27]([C:39]2[CH:44]=[CH:43][CH:42]=C(C=O)C=2)[N:26]=1. No catalyst specified. The product is [NH2:1][C:2]1[N:7]2[N:8]=[C:9]([C:11]3[O:12][CH:13]=[CH:14][CH:15]=3)[N:10]=[C:6]2[CH:5]=[C:4]([C:16]2[CH:17]=[CH:18][CH:19]=[C:20]([CH2:25][NH:30][CH2:29][CH2:28][C:27]3[CH:39]=[CH:44][CH:43]=[CH:42][N:26]=3)[CH:21]=2)[N:3]=1. The yield is 0.450. (2) The reactants are [NH2:1][C:2]1[C:3]([NH:17][CH2:18][CH:19]2[CH2:24][CH2:23][CH2:22][N:21](C(OC(C)(C)C)=O)[CH2:20]2)=[CH:4][C:5]([NH:8][C:9]2[CH:14]=[N:13][C:12]([C:15]#[N:16])=[CH:11][N:10]=2)=[N:6][CH:7]=1.[O-]CC.[Na+].Br[CH2:37][CH2:38][CH2:39][CH2:40]Br. The catalyst is C(O)C. The product is [NH:21]1[CH2:22][CH2:23][CH2:24][CH:19]([CH2:18][NH:17][C:3]2[C:2]([N:1]3[CH2:40][CH2:39][CH2:38][CH2:37]3)=[CH:7][N:6]=[C:5]([NH:8][C:9]3[N:10]=[CH:11][C:12]([C:15]#[N:16])=[N:13][CH:14]=3)[CH:4]=2)[CH2:20]1. The yield is 0.290. (3) The reactants are S(Cl)(Cl)=O.[Cl:5][C:6]1[C:14]([Cl:15])=[CH:13][CH:12]=[CH:11][C:7]=1[C:8]([OH:10])=O.[Al+3].[Cl-].[Cl-].[Cl-].[CH:20]1C=CC=C[CH:21]=1. The catalyst is ClC(Cl)C. The product is [Cl:15][C:14]1[C:6]([Cl:5])=[C:7]2[C:11]([CH2:20][CH2:21][C:8]2=[O:10])=[CH:12][CH:13]=1. The yield is 0.800. (4) The reactants are [F:1][C@H:2]1[CH2:18][C@@H:17]2[C@:9]([F:28])([C@@H:10]([OH:27])[CH2:11][C@@:12]3([CH3:26])[C@H:16]2[CH2:15][CH:14]=[C:13]3[C:19](=[O:25])[CH2:20][O:21]C(=O)C)[C@:8]2([CH3:29])[C:3]1=[CH:4][C:5](=[O:30])[CH:6]=[CH:7]2. The catalyst is C(O)C. The product is [F:1][C@H:2]1[CH2:18][C@@H:17]2[C@:9]([F:28])([C@@H:10]([OH:27])[CH2:11][C@@:12]3([CH3:26])[C@H:16]2[CH2:15][CH:14]=[C:13]3[C:19](=[O:25])[CH2:20][OH:21])[C@:8]2([CH3:29])[C:3]1=[CH:4][C:5](=[O:30])[CH:6]=[CH:7]2. The yield is 0.706. (5) The reactants are Br[C:2]1[CH:3]=[C:4]([CH:22]=[CH:23][CH:24]=1)[CH2:5][O:6][C:7]1[CH:12]=[CH:11][C:10]([CH2:13][CH2:14][C:15]([O:17][C:18]([CH3:21])([CH3:20])[CH3:19])=[O:16])=[CH:9][CH:8]=1.[CH:25]([C:27]1[CH:32]=[CH:31][CH:30]=[CH:29][C:28]=1B(O)O)=[O:26].C(=O)([O-])[O-].[K+].[K+].C(O)C. The catalyst is C(OCC)(=O)C.C1(C)C=CC=CC=1. The yield is 0.970. The product is [CH:25]([C:27]1[CH:32]=[CH:31][CH:30]=[CH:29][C:28]=1[C:2]1[CH:24]=[CH:23][CH:22]=[C:4]([CH2:5][O:6][C:7]2[CH:12]=[CH:11][C:10]([CH2:13][CH2:14][C:15]([O:17][C:18]([CH3:21])([CH3:20])[CH3:19])=[O:16])=[CH:9][CH:8]=2)[CH:3]=1)=[O:26]. (6) The reactants are [F:1][C:2]1[CH:3]=[C:4]([NH2:10])[C:5]([NH2:9])=[CH:6][C:7]=1[F:8].C(N(CC)CC)C.[C:18]([C:20]1[CH:36]=[CH:35][C:23]([O:24][CH2:25][C:26]2[CH:34]=[CH:33][CH:32]=[CH:31][C:27]=2[C:28](Cl)=O)=[C:22]([F:37])[CH:21]=1)#[N:19].C([O-])(=O)C.[Na+]. The catalyst is ClCCl.C(O)(=O)C. The product is [F:1][C:2]1[C:7]([F:8])=[CH:6][C:5]2[NH:9][C:28]([C:27]3[CH:31]=[CH:32][CH:33]=[CH:34][C:26]=3[CH2:25][O:24][C:23]3[CH:35]=[CH:36][C:20]([C:18]#[N:19])=[CH:21][C:22]=3[F:37])=[N:10][C:4]=2[CH:3]=1. The yield is 0.160. (7) The reactants are Cl[C:2]1[C:7]([C:8]([NH2:10])=[O:9])=[CH:6][N:5]=[C:4](Cl)C=1.[O:12]([C:19]1[CH:24]=[CH:23][C:22]([OH:25])=[CH:21][CH:20]=1)[C:13]1[CH:18]=[CH:17][CH:16]=[CH:15][CH:14]=1.C([NH:33][CH:34]1[CH2:37][C:36]2([CH2:41][CH2:40][NH:39][CH2:38]2)[CH2:35]1)(OC(C)(C)C)=O.[C:42]([OH:46])(=O)[CH:43]=[CH2:44].C(C1C=CC(C2CCN(C(OC(C)(C)C)=O)CC=2)=NC=1NC1C=CC(CCN2CCCC2)=CC=1)(=O)[NH2:48]. No catalyst specified. The product is [C:42]([N:39]1[CH2:40][CH2:41][C:36]2([CH2:35][CH:34]([NH:33][C:4]3[N:5]=[C:6]([O:25][C:22]4[CH:21]=[CH:20][C:19]([O:12][C:13]5[CH:18]=[CH:17][CH:16]=[CH:15][CH:14]=5)=[CH:24][CH:23]=4)[C:7]([C:8]([NH2:10])=[O:9])=[CH:2][N:48]=3)[CH2:37]2)[CH2:38]1)(=[O:46])[CH:43]=[CH2:44]. The yield is 0.282. (8) The reactants are [C:1]([O:5][C:6]([NH:8][C@H:9]1[CH2:13][C@@H:12]([C:14]([OH:16])=[O:15])[CH:11]=[CH:10]1)=[O:7])([CH3:4])([CH3:3])[CH3:2].[C:17](=O)([O-])[O-].[K+].[K+].CI. The catalyst is CN(C=O)C.CCOC(C)=O. The product is [C:1]([O:5][C:6]([NH:8][C@H:9]1[CH2:13][C@@H:12]([C:14]([O:16][CH3:17])=[O:15])[CH:11]=[CH:10]1)=[O:7])([CH3:4])([CH3:2])[CH3:3]. The yield is 0.990.